From a dataset of Full USPTO retrosynthesis dataset with 1.9M reactions from patents (1976-2016). Predict the reactants needed to synthesize the given product. (1) Given the product [NH2:40][C:26]1[N:27]=[C:28]([C:30]2[CH:39]=[C:38]3[C:33]([CH2:34][CH2:35][N:36]([C:12]([NH:9][C:8]4[CH:10]=[CH:11][C:5]([O:4][CH:1]([CH3:3])[CH3:2])=[CH:6][CH:7]=4)=[O:13])[CH2:37]3)=[CH:32][CH:31]=2)[CH:29]=[C:24]([N:21]2[CH2:20][CH2:19][N:18]([CH3:17])[CH2:23][CH2:22]2)[N:25]=1, predict the reactants needed to synthesize it. The reactants are: [CH:1]([O:4][C:5]1[CH:11]=[CH:10][C:8]([NH2:9])=[CH:7][CH:6]=1)([CH3:3])[CH3:2].[C:12](Cl)(Cl)=[O:13].Cl.[CH3:17][N:18]1[CH2:23][CH2:22][N:21]([C:24]2[CH:29]=[C:28]([C:30]3[CH:39]=[C:38]4[C:33]([CH2:34][CH2:35][NH:36][CH2:37]4)=[CH:32][CH:31]=3)[N:27]=[C:26]([NH2:40])[N:25]=2)[CH2:20][CH2:19]1. (2) Given the product [CH2:12]([O:14][C:15](=[O:31])[CH2:16][N:17]1[C:25](=[O:26])[C:24]2[C:19](=[CH:20][CH:21]=[C:22]([O:11][C:9]3[CH:8]=[CH:7][C:5]4[N:6]=[C:2]([CH3:1])[S:3][C:4]=4[CH:10]=3)[CH:23]=2)[C:18]1=[O:30])[CH3:13], predict the reactants needed to synthesize it. The reactants are: [CH3:1][C:2]1[S:3][C:4]2[CH:10]=[C:9]([OH:11])[CH:8]=[CH:7][C:5]=2[N:6]=1.[CH2:12]([O:14][C:15](=[O:31])[CH2:16][N:17]1[C:25](=[O:26])[C:24]2[C:19](=[CH:20][CH:21]=[C:22]([N+]([O-])=O)[CH:23]=2)[C:18]1=[O:30])[CH3:13].C(=O)([O-])[O-].[K+].[K+]. (3) Given the product [CH2:9]([S:11][CH:3]([CH3:4])[CH2:2][C:1]([O:6][CH2:7][CH3:8])=[O:5])[CH3:10], predict the reactants needed to synthesize it. The reactants are: [C:1]([O:6][CH2:7][CH3:8])(=[O:5])/[CH:2]=[CH:3]/[CH3:4].[CH2:9]([S-:11])[CH3:10].[Na+]. (4) Given the product [C:23]1([C:21]2[N:22]=[C:18]([C:12]3([CH2:11][NH:10][C:8]([C:7]4[CH:6]=[C:5]([C:3]5[N:4]=[C:33]([C:34]([O:36][CH2:37][CH3:38])=[O:35])[O:1][N:2]=5)[CH:31]=[CH:30][CH:29]=4)=[O:9])[CH2:17][CH2:16][O:15][CH2:14][CH2:13]3)[S:19][CH:20]=2)[CH:24]=[CH:25][CH:26]=[CH:27][CH:28]=1, predict the reactants needed to synthesize it. The reactants are: [OH:1][N:2]=[C:3]([C:5]1[CH:6]=[C:7]([CH:29]=[CH:30][CH:31]=1)[C:8]([NH:10][CH2:11][C:12]1([C:18]2[S:19][CH:20]=[C:21]([C:23]3[CH:28]=[CH:27][CH:26]=[CH:25][CH:24]=3)[N:22]=2)[CH2:17][CH2:16][O:15][CH2:14][CH2:13]1)=[O:9])[NH2:4].Cl[C:33](=O)[C:34]([O:36][CH2:37][CH3:38])=[O:35]. (5) Given the product [Cl:1][C:60]1[N:61]=[C:62]([C@@H:64]2[CH2:68][CH2:67][CH2:66][N:65]2[C:69](=[O:79])[C@@H:70]([NH:74][C:75](=[O:78])[O:76][CH3:77])[CH:71]([CH3:73])[CH3:72])[NH:63][C:59]=1[C:56]1[CH:55]=[CH:54][C:53]([C@H:22]2[CH2:23][CH2:24][C@H:25]([C:26]3[CH:31]=[CH:30][C:29]([C:32]4[NH:36][C:35]([C@@H:37]5[CH2:41][CH2:40][CH2:39][N:38]5[C:42](=[O:52])[C@@H:43]([NH:47][C:48]([O:50][CH3:51])=[O:49])[CH:44]([CH3:46])[CH3:45])=[N:34][C:81]=4[Cl:82])=[CH:28][CH:27]=3)[N:21]2[C:18]2[CH:19]=[CH:20][C:15]([CH:9]3[CH2:10][CH2:11][CH2:12][CH2:13][CH2:14]3)=[CH:16][CH:17]=2)=[CH:58][CH:57]=1, predict the reactants needed to synthesize it. The reactants are: [Cl:1]N1C(=O)CCC1=O.[CH:9]1([C:15]2[CH:20]=[CH:19][C:18]([N:21]3[C@@H:25]([C:26]4[CH:31]=[CH:30][C:29]([C:32]5[NH:36][C:35]([C@@H:37]6[CH2:41][CH2:40][CH2:39][N:38]6[C:42](=[O:52])[C@@H:43]([NH:47][C:48]([O:50][CH3:51])=[O:49])[CH:44]([CH3:46])[CH3:45])=[N:34]C=5)=[CH:28][CH:27]=4)[CH2:24][CH2:23][C@@H:22]3[C:53]3[CH:58]=[CH:57][C:56]([C:59]4[NH:63][C:62]([C@@H:64]5[CH2:68][CH2:67][CH2:66][N:65]5[C:69](=[O:79])[C@@H:70]([NH:74][C:75](=[O:78])[O:76][CH3:77])[CH:71]([CH3:73])[CH3:72])=[N:61][CH:60]=4)=[CH:55][CH:54]=3)=[CH:17][CH:16]=2)[CH2:14][CH2:13][CH2:12][CH2:11][CH2:10]1.Cl[CH2:81][Cl:82]. (6) Given the product [CH3:39][O:40][C:41]([C:26]1[C:27]([CH3:28])=[C:29]2[C:23]([CH:22]=[CH:21][N:36]2[C:5]2[CH:6]=[CH:7][C:2]([F:1])=[CH:3][CH:4]=2)=[CH:24][CH:25]=1)=[O:9], predict the reactants needed to synthesize it. The reactants are: [F:1][C:2]1[CH:7]=[CH:6][C:5](I)=[CH:4][CH:3]=1.[O-:9]P([O-])([O-])=O.[K+].[K+].[K+].CCCC[CH2:21][CH2:22][CH2:23][CH2:24][CH2:25][CH2:26][CH2:27][CH3:28].[CH:29]1([NH2:36])CCCCC1N.O1C[CH2:41][O:40][CH2:39]C1. (7) Given the product [NH2:8][C:9]1[C:18]2[N:19]=[C:20]([CH2:32][CH2:33][CH2:34][CH3:35])[N:21]([CH2:22][CH2:23][NH2:24])[C:17]=2[C:16]2[N:15]=[CH:14][CH:13]=[CH:12][C:11]=2[N:10]=1, predict the reactants needed to synthesize it. The reactants are: FC(F)(F)C(O)=O.[NH2:8][C:9]1[C:18]2[N:19]=[C:20]([CH2:32][CH2:33][CH2:34][CH3:35])[N:21]([CH2:22][CH2:23][NH:24]C(=O)OC(C)(C)C)[C:17]=2[C:16]2[N:15]=[CH:14][CH:13]=[CH:12][C:11]=2[N:10]=1.